Dataset: Forward reaction prediction with 1.9M reactions from USPTO patents (1976-2016). Task: Predict the product of the given reaction. (1) Given the reactants [N:1]1[C:6]([OH:7])=[CH:5][C:4]([OH:8])=[N:3][CH:2]=1.[Cl:9][C:10]1[CH:17]=[CH:16][C:13]([CH2:14]Br)=[CH:12][CH:11]=1, predict the reaction product. The product is: [Cl:9][C:10]1[CH:17]=[CH:16][C:13]([CH2:14][O:8][C:4]2[N:3]=[CH:2][NH:1][C:6](=[O:7])[CH:5]=2)=[CH:12][CH:11]=1. (2) Given the reactants [C:1]1([C:7](O)([CH3:9])[CH3:8])[CH:6]=[CH:5][CH:4]=[CH:3][CH:2]=1.N, predict the reaction product. The product is: [CH3:9][C:7]([C:1]1[CH:6]=[CH:5][CH:4]=[CH:3][CH:2]=1)=[CH2:8]. (3) Given the reactants [C:1]([O:5][C:6](=[O:19])[NH:7][C:8]1[C:17]2[C:12](=[CH:13][CH:14]=[C:15]([OH:18])[CH:16]=2)[CH:11]=[CH:10][CH:9]=1)([CH3:4])([CH3:3])[CH3:2].C(=O)([O-])[O-].[K+].[K+].[CH2:26](Br)[C:27]1[CH:32]=[CH:31][CH:30]=[CH:29][CH:28]=1, predict the reaction product. The product is: [C:1]([O:5][C:6](=[O:19])[NH:7][C:8]1[C:17]2[C:12](=[CH:13][CH:14]=[C:15]([O:18][CH2:26][C:27]3[CH:32]=[CH:31][CH:30]=[CH:29][CH:28]=3)[CH:16]=2)[CH:11]=[CH:10][CH:9]=1)([CH3:4])([CH3:2])[CH3:3]. (4) Given the reactants Cl.Cl.[CH3:3][O:4][C:5]1[CH:6]=[C:7]2[C:12](=[CH:13][CH:14]=1)[CH:11]=[N:10][CH:9]=[C:8]2[CH2:15]O.S(Cl)([Cl:19])=O, predict the reaction product. The product is: [Cl:19][CH2:15][C:8]1[C:7]2[C:12](=[CH:13][CH:14]=[C:5]([O:4][CH3:3])[CH:6]=2)[CH:11]=[N:10][CH:9]=1. (5) Given the reactants [N:1]1[CH:6]=[CH:5][C:4]([C:7](=[O:20])[C:8]#[C:9][C:10]2([O:15][Si](C)(C)C)[CH2:14][CH2:13][CH2:12][CH2:11]2)=[CH:3][CH:2]=1.CC1C=CC(S(O)(=O)=O)=CC=1, predict the reaction product. The product is: [OH:15][C:10]1([C:9]#[C:8][C:7]([C:4]2[CH:3]=[CH:2][N:1]=[CH:6][CH:5]=2)=[O:20])[CH2:14][CH2:13][CH2:12][CH2:11]1. (6) Given the reactants O=C1N[N:6]=[C:5]([C:8]2[CH:16]=[CH:15][C:11]([C:12]([OH:14])=[O:13])=[CH:10][CH:9]=2)[CH:4]=C1.ClC1C=C2C(=CC=1)NC(S(N1CCNCC1)(=O)=O)=C2.ClC1C=C2C(=CC=1)NC(S(N1CC[N:64]([C:65](=[O:68])[C:66]3C=CC(C4C=[CH:66][C:65](=[O:68])[NH:64]N=4)=CC=3)CC1)(=O)=O)=C2.ClCCl, predict the reaction product. The product is: [NH:64]1[C:65](=[O:68])[CH:66]=[N:6][C:5]([C:8]2[CH:9]=[CH:10][C:11]([C:12]([OH:14])=[O:13])=[CH:15][CH:16]=2)=[CH:4]1.